Dataset: Reaction yield outcomes from USPTO patents with 853,638 reactions. Task: Predict the reaction yield, written as a fraction of the theoretical maximum amount of product (1.0 means a 100% yield; for example, 0.34 means a 34% yield). The reactants are [Cl:1][C:2]1[N:7]=[C:6]([CH2:8][C:9]([C:11]2[C:12]([O:24][CH3:25])=[C:13]([NH:17][C:18](=[O:23])[O:19][CH2:20][CH:21]=[CH2:22])[CH:14]=[CH:15][CH:16]=2)=O)[CH:5]=[CH:4][N:3]=1.C1C(=O)N(Br)C(=O)C1.[N:34]1([C:40](=[S:42])[NH2:41])[CH2:39][CH2:38][O:37][CH2:36][CH2:35]1. The catalyst is C(Cl)Cl.CS(C)=O. The product is [Cl:1][C:2]1[N:7]=[C:6]([C:8]2[S:42][C:40]([N:34]3[CH2:39][CH2:38][O:37][CH2:36][CH2:35]3)=[N:41][C:9]=2[C:11]2[C:12]([O:24][CH3:25])=[C:13]([NH:17][C:18](=[O:23])[O:19][CH2:20][CH:21]=[CH2:22])[CH:14]=[CH:15][CH:16]=2)[CH:5]=[CH:4][N:3]=1. The yield is 0.988.